Task: Regression. Given a peptide amino acid sequence and an MHC pseudo amino acid sequence, predict their binding affinity value. This is MHC class II binding data.. Dataset: Peptide-MHC class II binding affinity with 134,281 pairs from IEDB (1) The peptide sequence is FHEMNNGGDAMYMAL. The MHC is DRB1_0101 with pseudo-sequence DRB1_0101. The binding affinity (normalized) is 0.575. (2) The peptide sequence is GKNVVNVQTKPSLFK. The MHC is DRB4_0103 with pseudo-sequence DRB4_0103. The binding affinity (normalized) is 0.674. (3) The peptide sequence is IHRIRTLIGQEKYTDHHHHHH. The MHC is DRB3_0301 with pseudo-sequence DRB3_0301. The binding affinity (normalized) is 0.354. (4) The peptide sequence is VCKHTYVDRGWGNGC. The MHC is DRB3_0101 with pseudo-sequence DRB3_0101. The binding affinity (normalized) is 0.231. (5) The peptide sequence is TATAAVGAATGAATA. The MHC is HLA-DPA10103-DPB10301 with pseudo-sequence HLA-DPA10103-DPB10301. The binding affinity (normalized) is 0.0993. (6) The peptide sequence is ATTEEQKLIEDVNAS. The MHC is HLA-DPA10103-DPB10401 with pseudo-sequence HLA-DPA10103-DPB10401. The binding affinity (normalized) is 0. (7) The peptide sequence is GAMAKKGQEDKLRKA. The MHC is HLA-DPA10201-DPB11401 with pseudo-sequence HLA-DPA10201-DPB11401. The binding affinity (normalized) is 0.